The task is: Predict which catalyst facilitates the given reaction.. This data is from Catalyst prediction with 721,799 reactions and 888 catalyst types from USPTO. (1) Reactant: [C:1]([O:5][C:6](=[O:17])[NH:7][CH:8]([CH:11]([OH:16])[C:12](=[NH:15])[NH:13][OH:14])[CH2:9][CH3:10])([CH3:4])([CH3:3])[CH3:2].[C:18](O)(=[O:25])[C:19]1[CH:24]=[CH:23][CH:22]=[CH:21][CH:20]=1.CCN=C=NCCCN(C)C.C1C=CC2N(O)N=NC=2C=1.C(N(CC)CC)C. Product: [C:1]([O:5][C:6](=[O:17])[NH:7][CH:8]([CH:11]([OH:16])[C:12](=[NH:15])[NH:13][O:14][C:18](=[O:25])[C:19]1[CH:24]=[CH:23][CH:22]=[CH:21][CH:20]=1)[CH2:9][CH3:10])([CH3:2])([CH3:3])[CH3:4]. The catalyst class is: 4. (2) Reactant: [Cl:1][C:2]1[CH:7]=[CH:6][C:5]([N:8]2[CH:12]=[CH:11][C:10]([OH:13])=[N:9]2)=[CH:4][CH:3]=1.C(=O)([O-])[O-].[K+].[K+].[I-].[Na+].Cl[CH2:23][C:24](=[O:26])[CH3:25].[Cl-].[Li+]. Product: [Cl:1][C:2]1[CH:3]=[CH:4][C:5]([N:8]2[CH:12]=[CH:11][C:10]([O:13][CH2:23][C:24](=[O:26])[CH3:25])=[N:9]2)=[CH:6][CH:7]=1. The catalyst class is: 3. (3) The catalyst class is: 10. Reactant: [Cl:1][C:2]1[CH:3]=[C:4]([CH2:10][S:11]([OH:14])(=O)=[O:12])[CH:5]=[C:6]([O:8][CH3:9])[CH:7]=1.C[N:16](C=O)C.C(Cl)(=O)C(Cl)=O.N. Product: [Cl:1][C:2]1[CH:3]=[C:4]([CH2:10][S:11]([NH2:16])(=[O:14])=[O:12])[CH:5]=[C:6]([O:8][CH3:9])[CH:7]=1. (4) Reactant: [Cl:1][C:2]1[C:3]([C:14]2[CH:19]=[CH:18][CH:17]=[CH:16][N:15]=2)=[N:4][N:5]([C:8]2[CH:13]=[CH:12][CH:11]=[CH:10][CH:9]=2)[C:6]=1[NH2:7].Cl[C:21](Cl)([O:23]C(=O)OC(Cl)(Cl)Cl)Cl.CCN(C(C)C)C(C)C.[F:41][C:42]1[CH:43]=[C:44]([C@@H:49]2[CH2:53][N:52]([CH2:54][CH2:55][O:56][CH3:57])[CH2:51][C@H:50]2[NH2:58])[CH:45]=[CH:46][C:47]=1[F:48].[OH-].[Na+].C(Cl)Cl. Product: [Cl:1][C:2]1[C:3]([C:14]2[CH:19]=[CH:18][CH:17]=[CH:16][N:15]=2)=[N:4][N:5]([C:8]2[CH:9]=[CH:10][CH:11]=[CH:12][CH:13]=2)[C:6]=1[NH:7][C:21]([NH:58][C@H:50]1[C@H:49]([C:44]2[CH:45]=[CH:46][C:47]([F:48])=[C:42]([F:41])[CH:43]=2)[CH2:53][N:52]([CH2:54][CH2:55][O:56][CH3:57])[CH2:51]1)=[O:23]. The catalyst class is: 2.